From a dataset of Peptide-MHC class II binding affinity with 134,281 pairs from IEDB. Regression. Given a peptide amino acid sequence and an MHC pseudo amino acid sequence, predict their binding affinity value. This is MHC class II binding data. (1) The peptide sequence is SQEYSGYVANEANVY. The MHC is H-2-IAb with pseudo-sequence H-2-IAb. The binding affinity (normalized) is 0.568. (2) The peptide sequence is YKTIAFDEEARR. The MHC is HLA-DQA10501-DQB10201 with pseudo-sequence HLA-DQA10501-DQB10201. The binding affinity (normalized) is 0.621. (3) The peptide sequence is YAHAAHAAHAAHAAHAA. The MHC is DRB1_1302 with pseudo-sequence DRB1_1302. The binding affinity (normalized) is 0.256. (4) The peptide sequence is STWYGKPTAAGPKDN. The MHC is HLA-DQA10501-DQB10301 with pseudo-sequence HLA-DQA10501-DQB10301. The binding affinity (normalized) is 0.658. (5) The peptide sequence is WIELKESWGAVWRID. The MHC is HLA-DQA10101-DQB10501 with pseudo-sequence HLA-DQA10101-DQB10501. The binding affinity (normalized) is 0.374. (6) The peptide sequence is LTYQWHKEGSSIGKL. The MHC is DRB1_0101 with pseudo-sequence DRB1_0101. The binding affinity (normalized) is 0.579. (7) The peptide sequence is YDKFLANVSSVLTGK. The MHC is DRB1_0401 with pseudo-sequence DRB1_0401. The binding affinity (normalized) is 0.690. (8) The peptide sequence is KLVFFAEDVGSNKGA. The MHC is H-2-IAb with pseudo-sequence H-2-IAb. The binding affinity (normalized) is 0.128.